Task: Predict the product of the given reaction.. Dataset: Forward reaction prediction with 1.9M reactions from USPTO patents (1976-2016) (1) Given the reactants [C:12]([O:11][C:9](O[C:9]([O:11][C:12]([CH3:15])([CH3:14])[CH3:13])=[O:10])=[O:10])([CH3:15])([CH3:14])[CH3:13].CC(O)(C)C.[NH2:21][C:22]1[CH:23]=[C:24]([CH:29]=[CH:30][N:31]=1)[C:25]([O:27][CH3:28])=[O:26], predict the reaction product. The product is: [C:12]([O:11][C:9]([NH:21][C:22]1[CH:23]=[C:24]([CH:29]=[CH:30][N:31]=1)[C:25]([O:27][CH3:28])=[O:26])=[O:10])([CH3:13])([CH3:14])[CH3:15]. (2) Given the reactants [NH2:1][C:2]1[CH:11]=[CH:10][C:5]2[NH:6][C:7](=[S:9])[O:8][C:4]=2[CH:3]=1.C(N(CC)CC)C.[CH2:19]([CH:26]1[CH2:31][CH2:30][N:29]([C:32](=[O:36])[C:33](Cl)=[O:34])[CH2:28][CH2:27]1)[C:20]1[CH:25]=[CH:24][CH:23]=[CH:22][CH:21]=1, predict the reaction product. The product is: [CH2:19]([CH:26]1[CH2:27][CH2:28][N:29]([C:32](=[O:36])[C:33]([NH:1][C:2]2[CH:11]=[CH:10][C:5]3[NH:6][C:7](=[S:9])[O:8][C:4]=3[CH:3]=2)=[O:34])[CH2:30][CH2:31]1)[C:20]1[CH:21]=[CH:22][CH:23]=[CH:24][CH:25]=1. (3) Given the reactants [C:1]([S:5][CH2:6][C:7]1[CH:8]=[C:9]([CH:13]=[CH:14][C:15]=1[O:16][C:17]1[CH:22]=[C:21]([CH2:23][C:24]([O:26][CH2:27][CH3:28])=[O:25])[CH:20]=[CH:19][C:18]=1[O:29][CH3:30])[C:10](O)=[O:11])([CH3:4])([CH3:3])[CH3:2].[NH2:31][C:32]1[CH:33]=[CH:34][C:35]([O:38][CH3:39])=[N:36][CH:37]=1, predict the reaction product. The product is: [CH2:27]([O:26][C:24](=[O:25])[CH2:23][C:21]1[CH:20]=[CH:19][C:18]([O:29][CH3:30])=[C:17]([O:16][C:15]2[CH:14]=[CH:13][C:9]([C:10](=[O:11])[NH:31][C:32]3[CH:37]=[N:36][C:35]([O:38][CH3:39])=[CH:34][CH:33]=3)=[CH:8][C:7]=2[CH2:6][S:5][C:1]([CH3:4])([CH3:3])[CH3:2])[CH:22]=1)[CH3:28]. (4) Given the reactants [NH:1]1[C:5]([NH2:6])=[CH:4][CH:3]=[N:2]1.[F:7][CH:8]([C:14](OCC)=[O:15])[C:9](OCC)=[O:10].[O-]CC.[Na+], predict the reaction product. The product is: [F:7][C:8]1[C:9]([OH:10])=[N:6][C:5]2[N:1]([N:2]=[CH:3][CH:4]=2)[C:14]=1[OH:15]. (5) Given the reactants [CH3:1][O:2][C:3]1[CH:4]=[C:5]([CH:33]=[CH:34][C:35]=1[O:36][CH3:37])[CH2:6][CH:7]1[C:16]2[C:11](=[CH:12][C:13]([O:18][CH3:19])=[C:14]([OH:17])[CH:15]=2)[CH2:10][CH2:9][N:8]1[CH2:20][C:21]([NH:23][CH:24]1[C:32]2[C:27](=[CH:28][CH:29]=[CH:30][CH:31]=2)[CH2:26][CH2:25]1)=[O:22].Br[CH2:39][C:40]([O:42][CH3:43])=[O:41], predict the reaction product. The product is: [CH3:43][O:42][C:40](=[O:41])[CH2:39][O:17][C:14]1[CH:15]=[C:16]2[C:11]([CH2:10][CH2:9][N:8]([CH2:20][C:21](=[O:22])[NH:23][CH:24]3[C:32]4[C:27](=[CH:28][CH:29]=[CH:30][CH:31]=4)[CH2:26][CH2:25]3)[CH:7]2[CH2:6][C:5]2[CH:33]=[CH:34][C:35]([O:36][CH3:37])=[C:3]([O:2][CH3:1])[CH:4]=2)=[CH:12][C:13]=1[O:18][CH3:19]. (6) Given the reactants [N+:1]([C:4]1[N:9]=[CH:8][C:7]([CH:10](C(OCC)=O)[C:11]([O:13][CH2:14][C:15]2C=CC=CC=2)=[O:12])=[CH:6][CH:5]=1)([O-:3])=[O:2], predict the reaction product. The product is: [N+:1]([C:4]1[N:9]=[CH:8][C:7]([CH2:10][C:11]([O:13][CH2:14][CH3:15])=[O:12])=[CH:6][CH:5]=1)([O-:3])=[O:2]. (7) Given the reactants [H-].[Na+].[N:3]1([CH2:8][CH2:9][O:10][CH2:11][C:12]2[CH:17]=[CH:16][C:15]([OH:18])=[CH:14][CH:13]=2)[CH:7]=[CH:6][N:5]=[N:4]1.Cl[CH2:20][C:21]1[N:22]=[C:23]([CH:26]=[CH:27][C:28]2[CH:33]=[CH:32][C:31]([S:34]([C:36]([F:39])([F:38])[F:37])=[O:35])=[CH:30][CH:29]=2)[O:24][CH:25]=1.O, predict the reaction product. The product is: [F:39][C:36]([F:37])([F:38])[S:34]([C:31]1[CH:32]=[CH:33][C:28](/[CH:27]=[CH:26]/[C:23]2[O:24][CH:25]=[C:21]([CH2:20][O:18][C:15]3[CH:14]=[CH:13][C:12]([CH2:11][O:10][CH2:9][CH2:8][N:3]4[CH:7]=[CH:6][N:5]=[N:4]4)=[CH:17][CH:16]=3)[N:22]=2)=[CH:29][CH:30]=1)=[O:35]. (8) Given the reactants FC(F)(F)C1C=C(NC(=O)NC2C=CC(C3SC(CCC(O)=O)=NC=3)=CC=2)C=CC=1.[F:31][C:32]([F:66])([F:65])[C:33]1[CH:34]=[C:35]([NH:39][C:40](=[O:64])[NH:41][C:42]2[CH:47]=[CH:46][C:45]([C:48]3[CH:52]=[CH:51][N:50]([CH:53]4[CH2:58][CH2:57][CH:56]([C:59]([O:61]CC)=[O:60])[CH2:55][CH2:54]4)[N:49]=3)=[CH:44][CH:43]=2)[CH:36]=[CH:37][CH:38]=1, predict the reaction product. The product is: [F:66][C:32]([F:31])([F:65])[C:33]1[CH:34]=[C:35]([NH:39][C:40](=[O:64])[NH:41][C:42]2[CH:47]=[CH:46][C:45]([C:48]3[CH:52]=[CH:51][N:50]([CH:53]4[CH2:54][CH2:55][CH:56]([C:59]([OH:61])=[O:60])[CH2:57][CH2:58]4)[N:49]=3)=[CH:44][CH:43]=2)[CH:36]=[CH:37][CH:38]=1. (9) The product is: [OH:18][C@H:15]1[CH2:16][CH2:17][C@@:12]([C@H:11]2[CH2:10][CH2:9][C:8]3[C:7]([CH3:23])([CH3:22])[CH2:6][CH2:5][C:4]=3[C@@H:3]2[CH2:2][NH:1][C:57](=[O:64])[C:58]2[CH:63]=[CH:62][CH:61]=[N:60][CH:59]=2)([CH3:21])[C@@H:13]([CH2:19][OH:20])[CH2:14]1. Given the reactants [NH2:1][CH2:2][C@@H:3]1[C@@H:11]([C@@:12]2([CH3:21])[CH2:17][CH2:16][C@H:15]([OH:18])[CH2:14][C@@H:13]2[CH2:19][OH:20])[CH2:10][CH2:9][C:8]2[C:7]([CH3:23])([CH3:22])[CH2:6][CH2:5][C:4]1=2.C1CN([P+](ON2N=NC3C=CC=CC2=3)(N2CCCC2)N2CCCC2)CC1.F[P-](F)(F)(F)(F)F.[C:57](O)(=[O:64])[C:58]1[CH:63]=[CH:62][CH:61]=[N:60][CH:59]=1.CCN(C(C)C)C(C)C, predict the reaction product. (10) Given the reactants [F:1][C:2]1[CH:3]=[C:4]([C:8]2([CH2:22][CH2:23][N:24]3[C@H:29]4[CH2:30][CH2:31][C@@H:25]3[CH2:26][CH:27]([N:32]3[C:36]5[CH:37]=[CH:38][CH:39]=[CH:40][C:35]=5[N:34]=[C:33]3[CH3:41])[CH2:28]4)[CH2:13][CH2:12][N:11]([C:14](=[O:21])[C:15]([CH3:20])([NH2:19])[CH:16]([CH3:18])[CH3:17])[CH2:10][CH2:9]2)[CH:5]=[CH:6][CH:7]=1.[CH3:42][C:43]([CH3:48])([CH3:47])[C:44](Cl)=[O:45].CCN(C(C)C)C(C)C, predict the reaction product. The product is: [F:1][C:2]1[CH:3]=[C:4]([C:8]2([CH2:22][CH2:23][N:24]3[C@H:29]4[CH2:30][CH2:31][C@@H:25]3[CH2:26][CH:27]([N:32]3[C:36]5[CH:37]=[CH:38][CH:39]=[CH:40][C:35]=5[N:34]=[C:33]3[CH3:41])[CH2:28]4)[CH2:13][CH2:12][N:11]([C:14]([C:15]([NH:19][C:44](=[O:45])[C:43]([CH3:48])([CH3:47])[CH3:42])([CH3:20])[CH:16]([CH3:17])[CH3:18])=[O:21])[CH2:10][CH2:9]2)[CH:5]=[CH:6][CH:7]=1.